From a dataset of Full USPTO retrosynthesis dataset with 1.9M reactions from patents (1976-2016). Predict the reactants needed to synthesize the given product. Given the product [Cl:21][C:16]1[CH:15]=[C:14]([C:10]2([OH:13])[CH2:11][CH2:12][N:8]([CH2:1][CH3:2])[CH2:9]2)[CH:19]=[C:18]([F:20])[CH:17]=1, predict the reactants needed to synthesize it. The reactants are: [CH2:1]([N:8]1[CH2:12][CH2:11][C:10]([C:14]2[CH:19]=[C:18]([F:20])[CH:17]=[C:16]([Cl:21])[CH:15]=2)([OH:13])[CH2:9]1)[C:2]1C=CC=CC=1.N1CCOCC1.